This data is from Full USPTO retrosynthesis dataset with 1.9M reactions from patents (1976-2016). The task is: Predict the reactants needed to synthesize the given product. (1) The reactants are: [CH2:1]([CH:8]1[CH2:13][CH2:12][N:11]([CH:14]([CH3:21])[CH2:15][C:16](OCC)=[O:17])[CH2:10][CH2:9]1)[C:2]1[CH:7]=[CH:6][CH:5]=[CH:4][CH:3]=1.[H-].[H-].[H-].[H-].[Li+].[Al+3]. Given the product [CH2:1]([CH:8]1[CH2:9][CH2:10][N:11]([CH:14]([CH3:21])[CH2:15][CH2:16][OH:17])[CH2:12][CH2:13]1)[C:2]1[CH:7]=[CH:6][CH:5]=[CH:4][CH:3]=1, predict the reactants needed to synthesize it. (2) Given the product [CH:47]([N:60]1[CH2:61][C:62](=[CH:64][S:65]([CH2:68][C:27]2[CH:28]=[CH:23][CH:24]=[C:25]([O:29][CH2:30][CH2:31][CH2:32][CH2:33][Br:34])[CH:26]=2)(=[O:67])=[O:66])[CH2:63]1)([C:48]1[CH:49]=[CH:50][CH:51]=[CH:52][CH:53]=1)[C:54]1[CH:55]=[CH:56][CH:57]=[CH:58][CH:59]=1, predict the reactants needed to synthesize it. The reactants are: C(N1CC(=C([C:23]2[CH:28]=[CH:27][CH:26]=[C:25]([O:29][CH2:30][CH2:31][CH2:32][CH2:33][Br:34])[CH:24]=2)S(C)(=O)=O)C1)(C1C=CC=CC=1)C1C=CC=CC=1.BrCCCCBr.C(=O)([O-])[O-].[K+].[K+].[CH:47]([N:60]1[CH2:63][C:62](=[C:64](C2C=CC=C(O)C=2)[S:65]([CH3:68])(=[O:67])=[O:66])[CH2:61]1)([C:54]1[CH:59]=[CH:58][CH:57]=[CH:56][CH:55]=1)[C:48]1[CH:53]=[CH:52][CH:51]=[CH:50][CH:49]=1. (3) The reactants are: [Br:1]N1C(=O)CCC1=O.CC(N=NC(C#N)(C)C)(C#N)C.[OH:21][C:22]([CH3:45])([CH3:44])[C:23]([C:25]1[CH:30]=[CH:29][C:28]([CH2:31][C:32]2[CH:37]=[CH:36][C:35]([C:38](=[O:43])[C:39]([OH:42])([CH3:41])[CH3:40])=[CH:34][CH:33]=2)=[CH:27][CH:26]=1)=[O:24]. Given the product [Br:1][CH:31]([C:28]1[CH:27]=[CH:26][C:25]([C:23](=[O:24])[C:22]([OH:21])([CH3:45])[CH3:44])=[CH:30][CH:29]=1)[C:32]1[CH:37]=[CH:36][C:35]([C:38](=[O:43])[C:39]([OH:42])([CH3:41])[CH3:40])=[CH:34][CH:33]=1, predict the reactants needed to synthesize it. (4) Given the product [CH:7]1([C:15]2[CH:16]=[CH:17][C:18]([C:21]([CH3:28])=[CH:22][CH2:23][OH:24])=[CH:19][CH:20]=2)[CH2:8][CH2:9][CH2:10][CH2:11][CH2:12][CH2:13][CH2:14]1, predict the reactants needed to synthesize it. The reactants are: [H-].[H-].[H-].[H-].[Li+].[Al+3].[CH:7]1([C:15]2[CH:20]=[CH:19][C:18]([C:21]([CH3:28])=[CH:22][C:23](OCC)=[O:24])=[CH:17][CH:16]=2)[CH2:14][CH2:13][CH2:12][CH2:11][CH2:10][CH2:9][CH2:8]1. (5) Given the product [Cl:30][C:27]1[CH:28]=[CH:29][C:24]([NH:23][C:21](=[O:22])[C:20]([NH:19][C@@H:9]2[CH2:10][CH2:11][C@@H:12]([C:14]([N:16]([CH3:18])[CH3:17])=[O:15])[CH2:13][C@@H:8]2[NH:7][C:6]([C:41]2[S:42][C:36]3[CH2:35][N:34]([CH3:33])[CH2:39][CH2:38][C:37]=3[N:40]=2)=[O:5])=[O:31])=[N:25][CH:26]=1, predict the reactants needed to synthesize it. The reactants are: C([O:5][C:6](=O)[NH:7][C@H:8]1[CH2:13][C@H:12]([C:14]([N:16]([CH3:18])[CH3:17])=[O:15])[CH2:11][CH2:10][C@H:9]1[NH:19][C:20](=[O:31])[C:21]([NH:23][C:24]1[CH:29]=[CH:28][C:27]([Cl:30])=[CH:26][N:25]=1)=[O:22])(C)(C)C.[CH3:33][N:34]1[CH2:39][CH2:38][C:37]2[N:40]=[C:41](C([O-])=O)[S:42][C:36]=2[CH2:35]1.[Li+].Cl.CN(C)CCCN=C=NCC.ON1C2C=CC=CC=2N=N1.C(N(CC)CC)C. (6) Given the product [NH2:21][C:19]1[S:18][N:17]=[C:16]([C:14]([N:4]2[C@@H:13]3[C@@H:8]([CH2:9][CH2:10][CH2:11][CH2:12]3)[CH2:7][CH2:6][CH2:5]2)=[O:15])[CH:20]=1, predict the reactants needed to synthesize it. The reactants are: O.NN.[N:4]1([C:14]([C:16]2[CH:20]=[C:19]([N:21]3C(=O)C4C(=CC=CC=4)C3=O)[S:18][N:17]=2)=[O:15])[C@@H:13]2[C@@H:8]([CH2:9][CH2:10][CH2:11][CH2:12]2)[CH2:7][CH2:6][CH2:5]1. (7) Given the product [S:14]([C:17]1[CH:23]=[CH:22][C:20]([CH3:21])=[CH:19][CH:18]=1)([O:7][CH2:6][CH2:5][C:4]1[CH:8]=[CH:9][CH:10]=[C:2]([CH3:1])[C:3]=1[N+:11]([O-:13])=[O:12])(=[O:16])=[O:15], predict the reactants needed to synthesize it. The reactants are: [CH3:1][C:2]1[C:3]([N+:11]([O-:13])=[O:12])=[C:4]([CH:8]=[CH:9][CH:10]=1)[CH2:5][CH2:6][OH:7].[S:14](Cl)([C:17]1[CH:23]=[CH:22][C:20]([CH3:21])=[CH:19][CH:18]=1)(=[O:16])=[O:15]. (8) Given the product [CH:36]1([CH2:39][C:40]([NH:21][NH:20][C:16]2[N:17]=[N:18][CH:19]=[C:14]([N:11]3[CH2:10][CH2:9][CH:8]([C:3]4[CH:4]=[CH:5][CH:6]=[CH:7][C:2]=4[F:1])[CH2:13][CH2:12]3)[C:15]=2[C:22]([F:25])([F:23])[F:24])=[O:41])[CH2:38][CH2:37]1, predict the reactants needed to synthesize it. The reactants are: [F:1][C:2]1[CH:7]=[CH:6][CH:5]=[CH:4][C:3]=1[CH:8]1[CH2:13][CH2:12][N:11]([C:14]2[C:15]([C:22]([F:25])([F:24])[F:23])=[C:16]([NH:20][NH2:21])[N:17]=[N:18][CH:19]=2)[CH2:10][CH2:9]1.C1COCC1.C(=O)(O)[O-].[Na+].[CH:36]1([CH2:39][C:40](Cl)=[O:41])[CH2:38][CH2:37]1.